The task is: Predict the product of the given reaction.. This data is from Forward reaction prediction with 1.9M reactions from USPTO patents (1976-2016). Given the reactants [C:1]([C:3]1[S:4][C:5]2[CH:11]=[C:10]([O:12][CH2:13][C:14]3[CH:19]=[CH:18][CH:17]=[C:16]([CH2:20]Br)[CH:15]=3)[CH:9]=[CH:8][C:6]=2[N:7]=1)#[N:2].[C:22]1([N:28]2[CH2:33][CH2:32][NH:31][CH2:30][CH2:29]2)[CH:27]=[CH:26][CH:25]=[CH:24][CH:23]=1.C(=O)(O)[O-].[Na+], predict the reaction product. The product is: [C:1]([C:3]1[S:4][C:5]2[CH:11]=[C:10]([O:12][CH2:13][C:14]3[CH:19]=[CH:18][CH:17]=[C:16]([CH2:20][N:31]4[CH2:32][CH2:33][N:28]([C:22]5[CH:27]=[CH:26][CH:25]=[CH:24][CH:23]=5)[CH2:29][CH2:30]4)[CH:15]=3)[CH:9]=[CH:8][C:6]=2[N:7]=1)#[N:2].